Dataset: Full USPTO retrosynthesis dataset with 1.9M reactions from patents (1976-2016). Task: Predict the reactants needed to synthesize the given product. (1) Given the product [CH2:1]([O:8][CH2:9][C@@H:10]1[C@@H:14]([C:15]2[CH:20]=[CH:19][CH:18]=[C:17]([F:21])[CH:16]=2)[CH2:13][C:12](=[O:24])[CH2:11]1)[C:2]1[CH:7]=[CH:6][CH:5]=[CH:4][CH:3]=1, predict the reactants needed to synthesize it. The reactants are: [CH2:1]([O:8][CH2:9][C@@H:10]1[C@H:14]([C:15]2[CH:20]=[CH:19][CH:18]=[C:17]([F:21])[CH:16]=2)[CH2:13][C:12](=C)[CH2:11]1)[C:2]1[CH:7]=[CH:6][CH:5]=[CH:4][CH:3]=1.C[OH:24]. (2) The reactants are: [OH:1][C:2]1[CH:3]=[CH:4][C:5]2[C:9]([C:10]([O:12][CH3:13])=[O:11])=[C:8]([CH3:14])[S:7][C:6]=2[CH:15]=1.Cl[C:17]1[CH:22]=[CH:21][N:20]=[C:19]2[CH:23]=[C:24]([C:26]3[N:27]([CH3:31])[CH:28]=[CH:29][N:30]=3)[S:25][C:18]=12.C([O-])([O-])=O.[Cs+].[Cs+]. Given the product [CH3:14][C:8]1[S:7][C:6]2[CH:15]=[C:2]([O:1][C:17]3[CH:22]=[CH:21][N:20]=[C:19]4[CH:23]=[C:24]([C:26]5[N:27]([CH3:31])[CH:28]=[CH:29][N:30]=5)[S:25][C:18]=34)[CH:3]=[CH:4][C:5]=2[C:9]=1[C:10]([O:12][CH3:13])=[O:11], predict the reactants needed to synthesize it.